Dataset: Full USPTO retrosynthesis dataset with 1.9M reactions from patents (1976-2016). Task: Predict the reactants needed to synthesize the given product. (1) Given the product [CH3:17][O:11][C:10](=[O:13])[NH:9][C:3]1[CH:4]=[CH:5][C:6]([F:8])=[CH:7][C:2]=1[F:1], predict the reactants needed to synthesize it. The reactants are: [F:1][C:2]1[CH:7]=[C:6]([F:8])[CH:5]=[CH:4][C:3]=1[NH2:9].[C:10](=[O:13])([O-])[O-:11].[K+].[K+].O[C:17]1C=NC2C(C=1)=CC=CC=2. (2) Given the product [ClH:43].[ClH:43].[ClH:43].[NH:11]1[CH2:12][CH2:13][CH:8]([N:6]2[CH2:5][C:4]([CH2:3][C:1]#[N:2])([N:21]3[CH:25]=[C:24]([C:26]4[C:27]5[CH:34]=[CH:33][N:32]([CH2:35][O:36][CH2:37][CH2:38][Si:39]([CH3:40])([CH3:42])[CH3:41])[C:28]=5[N:29]=[CH:30][N:31]=4)[CH:23]=[N:22]3)[CH2:7]2)[CH2:9][CH2:10]1, predict the reactants needed to synthesize it. The reactants are: [C:1]([CH2:3][C:4]1([N:21]2[CH:25]=[C:24]([C:26]3[C:27]4[CH:34]=[CH:33][N:32]([CH2:35][O:36][CH2:37][CH2:38][Si:39]([CH3:42])([CH3:41])[CH3:40])[C:28]=4[N:29]=[CH:30][N:31]=3)[CH:23]=[N:22]2)[CH2:7][N:6]([CH:8]2[CH2:13][CH2:12][N:11](C(OC(C)(C)C)=O)[CH2:10][CH2:9]2)[CH2:5]1)#[N:2].[ClH:43]. (3) The reactants are: [CH3:1][C:2]1[CH:7]=[CH:6][C:5]([C:8](=[O:16])[NH:9][C:10]2[S:11][C:12]([CH3:15])=[N:13][N:14]=2)=[CH:4][C:3]=1[C@@H:17]1[CH2:19][C@H:18]1[NH:20]C(=O)OC(C)(C)C.[ClH:28].CO. Given the product [ClH:28].[ClH:28].[NH2:20][C@@H:18]1[CH2:19][C@H:17]1[C:3]1[CH:4]=[C:5]([CH:6]=[CH:7][C:2]=1[CH3:1])[C:8]([NH:9][C:10]1[S:11][C:12]([CH3:15])=[N:13][N:14]=1)=[O:16], predict the reactants needed to synthesize it. (4) Given the product [F:22][CH:9]1[C:4](=[O:3])[CH2:5][CH2:6][N:7]([C:10]2[CH:15]=[CH:14][C:13]([N+:16]([O-:18])=[O:17])=[CH:12][CH:11]=2)[CH2:8]1, predict the reactants needed to synthesize it. The reactants are: C[Si](C)(C)[O:3][CH:4]1[CH2:9][CH2:8][N:7]([C:10]2[CH:15]=[CH:14][C:13]([N+:16]([O-:18])=[O:17])=[CH:12][CH:11]=2)[CH2:6][CH2:5]1.[B-](F)(F)(F)[F:22].[B-](F)(F)(F)F.C1[N+]2(CCl)CC[N+](F)(CC2)C1. (5) Given the product [CH2:40]([N:25]([CH2:23][CH3:24])[CH2:26][CH2:27][NH:28][C:29]([C:31]1[C:35]([CH3:36])=[C:34](/[CH:37]=[C:16]2\[C:17](=[O:22])[NH:18][C:19]3[C:15]\2=[CH:14][C:13]([S:10]([CH2:9][C:5]2[CH:6]=[CH:7][CH:8]=[C:3]([O:2][CH3:1])[CH:4]=2)(=[O:11])=[O:12])=[CH:21][CH:20]=3)[NH:33][C:32]=1[CH3:39])=[O:30])[CH3:41], predict the reactants needed to synthesize it. The reactants are: [CH3:1][O:2][C:3]1[CH:4]=[C:5]([CH2:9][S:10]([C:13]2[CH:14]=[C:15]3[C:19](=[CH:20][CH:21]=2)[NH:18][C:17](=[O:22])[CH2:16]3)(=[O:12])=[O:11])[CH:6]=[CH:7][CH:8]=1.[CH2:23]([N:25]([CH2:40][CH3:41])[CH2:26][CH2:27][NH:28][C:29]([C:31]1[C:35]([CH3:36])=[C:34]([CH:37]=O)[NH:33][C:32]=1[CH3:39])=[O:30])[CH3:24].N1CCCCC1. (6) Given the product [CH2:14]([O:13][C:11]([NH:3][C:2]([CH3:4])([CH3:1])[C:5]([OH:7])=[O:6])=[O:12])[C:15]1[CH:20]=[CH:19][CH:18]=[CH:17][CH:16]=1, predict the reactants needed to synthesize it. The reactants are: [CH3:1][C:2]([C:5]([OH:7])=[O:6])([CH3:4])[NH2:3].[OH-].[Na+].Cl[C:11]([O:13][CH2:14][C:15]1[CH:20]=[CH:19][CH:18]=[CH:17][CH:16]=1)=[O:12]. (7) Given the product [Cl:17][C:18]1[CH:19]=[C:20]([C:24]2[CH:25]=[CH:26][C:27]3[N:33]([CH2:34][CH3:35])[C:32](=[O:36])[CH2:31][CH2:30][N:29]([C:8]([NH:7][C:2]4[CH:3]=[CH:4][CH:5]=[CH:6][N:1]=4)=[O:9])[C:28]=3[N:37]=2)[CH:21]=[CH:22][CH:23]=1, predict the reactants needed to synthesize it. The reactants are: [N:1]1[CH:6]=[CH:5][CH:4]=[CH:3][C:2]=1[NH:7][C:8](=O)[O:9]C1C=CC=CC=1.[Cl:17][C:18]1[CH:19]=[C:20]([C:24]2[CH:25]=[CH:26][C:27]3[N:33]([CH2:34][CH3:35])[C:32](=[O:36])[CH2:31][CH2:30][NH:29][C:28]=3[N:37]=2)[CH:21]=[CH:22][CH:23]=1. (8) The reactants are: [C:1]([O:5][C:6]([NH:8][C@:9]([CH3:41])([CH2:34][C:35]1[CH:40]=[CH:39][CH:38]=[CH:37][CH:36]=1)[C:10]([NH:12][NH:13][C:14]([C:16]1[CH:17]=[C:18]([CH:24]=[C:25]([C:27]2([C:32]#[N:33])[CH2:31][CH2:30][CH2:29][CH2:28]2)[CH:26]=1)[C:19]([O:21][CH2:22][CH3:23])=[O:20])=[O:15])=O)=[O:7])([CH3:4])([CH3:3])[CH3:2].[OH-].COC(NS([N+](CC)(CC)CC)(=O)=O)=O. Given the product [C:1]([O:5][C:6]([NH:8][C@:9]([C:10]1[O:15][C:14]([C:16]2[CH:17]=[C:18]([CH:24]=[C:25]([C:27]3([C:32]#[N:33])[CH2:28][CH2:29][CH2:30][CH2:31]3)[CH:26]=2)[C:19]([O:21][CH2:22][CH3:23])=[O:20])=[N:13][N:12]=1)([CH3:41])[CH2:34][C:35]1[CH:40]=[CH:39][CH:38]=[CH:37][CH:36]=1)=[O:7])([CH3:2])([CH3:3])[CH3:4], predict the reactants needed to synthesize it.